Dataset: Reaction yield outcomes from USPTO patents with 853,638 reactions. Task: Predict the reaction yield, written as a fraction of the theoretical maximum amount of product (1.0 means a 100% yield; for example, 0.34 means a 34% yield). The reactants are [Br:1][C:2]1[CH:3]=[N:4][C:5](C#N)=[N:6][CH:7]=1.C[Mg]Br.[CH2:13]1[CH2:17][O:16]CC1. No catalyst specified. The product is [Br:1][C:2]1[CH:3]=[N:4][C:5]([C:17](=[O:16])[CH3:13])=[N:6][CH:7]=1. The yield is 0.610.